From a dataset of Full USPTO retrosynthesis dataset with 1.9M reactions from patents (1976-2016). Predict the reactants needed to synthesize the given product. (1) Given the product [Cl:32][C:33]1[CH:34]=[C:35]([C:40]2[C:48]([C:49]([NH2:51])=[O:50])=[C:43]3[CH2:44][N:45]([C:56]([NH:29][C:8]([CH:5]4[CH2:4][CH2:3][C:2]([F:1])([F:14])[CH2:7][CH2:6]4)([CH3:12])[CH3:13])=[O:55])[CH2:46][CH2:47][N:42]3[N:41]=2)[CH:36]=[CH:37][C:38]=1[F:39], predict the reactants needed to synthesize it. The reactants are: [F:1][C:2]1([F:14])[CH2:7][CH2:6][CH:5]([C:8]([CH3:13])([CH3:12])C(O)=O)[CH2:4][CH2:3]1.C1C=CC(P([N:29]=[N+]=[N-])(C2C=CC=CC=2)=O)=CC=1.[Cl:32][C:33]1[CH:34]=[C:35]([C:40]2[C:48]([C:49]([NH2:51])=[O:50])=[C:43]3[CH2:44][NH:45][CH2:46][CH2:47][N:42]3[N:41]=2)[CH:36]=[CH:37][C:38]=1[F:39].C1[CH2:56][O:55]CC1. (2) Given the product [I:19][C:2]1[CH:3]=[N:4][C:5]2[C:10]([CH:11]=1)=[CH:9][CH:8]=[CH:7][C:6]=2[N:12]1[CH2:17][CH2:16][N:15]([CH3:18])[CH2:14][CH2:13]1, predict the reactants needed to synthesize it. The reactants are: Br[C:2]1[CH:3]=[N:4][C:5]2[C:10]([CH:11]=1)=[CH:9][CH:8]=[CH:7][C:6]=2[N:12]1[CH2:17][CH2:16][N:15]([CH3:18])[CH2:14][CH2:13]1.[I-:19].[K+].C1(C)C=CC=CC=1.Cl.